Dataset: Forward reaction prediction with 1.9M reactions from USPTO patents (1976-2016). Task: Predict the product of the given reaction. Given the reactants [NH:1]1[CH2:6][CH2:5][CH2:4][CH2:3][CH2:2]1.C(=O)([O-])[O-].[K+].[K+].Br[CH2:14][C:15]([C:17]1([C:21]2[CH:26]=[CH:25][CH:24]=[CH:23][CH:22]=2)[CH2:20][CH2:19][CH2:18]1)=[O:16].[I-].[Na+], predict the reaction product. The product is: [C:21]1([C:17]2([C:15](=[O:16])[CH2:14][N:1]3[CH2:6][CH2:5][CH2:4][CH2:3][CH2:2]3)[CH2:20][CH2:19][CH2:18]2)[CH:26]=[CH:25][CH:24]=[CH:23][CH:22]=1.